This data is from Forward reaction prediction with 1.9M reactions from USPTO patents (1976-2016). The task is: Predict the product of the given reaction. The product is: [NH2:1][C:2]1[C:13]([O:14][C:15]2[CH:16]=[C:17]([CH:18]=[C:19]([O:21][CH2:22][CH2:23][CH3:24])[CH:20]=2)[O:25][CH2:33][CH2:34][CH2:35][CH2:36][CH2:37][CH2:38][N:39]2[C:47](=[O:48])[C:46]3[C:41](=[CH:42][CH:43]=[CH:44][CH:45]=3)[C:40]2=[O:49])=[CH:12][C:5]2[N:6]([CH3:11])[C:7](=[O:10])[N:8]([CH3:9])[C:4]=2[CH:3]=1. Given the reactants [NH2:1][C:2]1[C:13]([O:14][C:15]2[CH:20]=[C:19]([O:21][CH2:22][CH2:23][CH3:24])[CH:18]=[C:17]([OH:25])[CH:16]=2)=[CH:12][C:5]2[N:6]([CH3:11])[C:7](=[O:10])[N:8]([CH3:9])[C:4]=2[CH:3]=1.C(=O)([O-])[O-].[K+].[K+].Br[CH2:33][CH2:34][CH2:35][CH2:36][CH2:37][CH2:38][N:39]1[C:47](=[O:48])[C:46]2[C:41](=[CH:42][CH:43]=[CH:44][CH:45]=2)[C:40]1=[O:49].O, predict the reaction product.